This data is from Forward reaction prediction with 1.9M reactions from USPTO patents (1976-2016). The task is: Predict the product of the given reaction. (1) Given the reactants C(N(CC)CC)C.[CH3:8][C@@:9]12[C:25](=[O:26])[CH2:24][CH2:23][C@H:22]1[C@H:21]1[C@@H:12]([C:13]3[CH:14]=[CH:15][C:16]([OH:27])=[CH:17][C:18]=3[CH2:19][CH2:20]1)[CH2:11][CH2:10]2.[F:28][C:29]([F:35])([F:34])[S:30](Cl)(=[O:32])=[O:31].CCCCCC.C(OCC)(=[O:44])C, predict the reaction product. The product is: [CH3:8][C@@:9]12[C:25](=[O:26])[CH2:24][CH2:23][C@H:22]1[C@H:21]1[C@@H:12]([C:13]3[CH:14]=[CH:15][C:16]([OH:27])=[CH:17][C:18]=3[CH2:19][CH2:20]1)[CH2:11][CH2:10]2.[O-:31][S:30]([C:29]([F:35])([F:34])[F:28])(=[O:44])=[O:32]. (2) Given the reactants [CH2:1]([C:6]1([CH:12]=[CH2:13])[CH2:11][CH2:10][CH2:9][CH2:8][CH2:7]1)[CH2:2][CH2:3][CH2:4][CH3:5].C12CCCC(CCC1)B12[H]B2(C3CCCC2CCC3)[H]1.[OH:34]O.[OH-].[Na+], predict the reaction product. The product is: [CH2:1]([C:6]1([CH2:12][CH2:13][OH:34])[CH2:7][CH2:8][CH2:9][CH2:10][CH2:11]1)[CH2:2][CH2:3][CH2:4][CH3:5]. (3) Given the reactants [CH3:1][O:2][C:3]1[N:8]=[C:7]([C:9]([OH:11])=O)[CH:6]=[CH:5][CH:4]=1.C(Cl)(=O)C(Cl)=O.CN(C=O)C.CCN(C(C)C)C(C)C.[NH:32]([C:34]([O:36][C:37]([CH3:40])([CH3:39])[CH3:38])=[O:35])[NH2:33], predict the reaction product. The product is: [CH3:1][O:2][C:3]1[N:8]=[C:7]([C:9]([NH:33][NH:32][C:34]([O:36][C:37]([CH3:40])([CH3:39])[CH3:38])=[O:35])=[O:11])[CH:6]=[CH:5][CH:4]=1. (4) Given the reactants [Cl:1][C:2]1[CH:7]=[C:6]([Cl:8])[CH:5]=[CH:4][C:3]=1[C:9]1[N:10]=[C:11]([CH2:14][C:15]2[CH:24]=[CH:23][C:22]3[C:17](=[CH:18][CH:19]=[C:20]([O:25][CH3:26])[CH:21]=3)[CH:16]=2)[NH:12][CH:13]=1.F[C:28]1[CH:33]=[CH:32][C:31]([N+:34]([O-:36])=[O:35])=[CH:30][CH:29]=1, predict the reaction product. The product is: [Cl:1][C:2]1[CH:7]=[C:6]([Cl:8])[CH:5]=[CH:4][C:3]=1[C:9]1[N:10]=[C:11]([CH2:14][C:15]2[CH:24]=[CH:23][C:22]3[C:17](=[CH:18][CH:19]=[C:20]([O:25][CH3:26])[CH:21]=3)[CH:16]=2)[N:12]([C:28]2[CH:33]=[CH:32][C:31]([N+:34]([O-:36])=[O:35])=[CH:30][CH:29]=2)[CH:13]=1. (5) Given the reactants [CH:1]([OH:3])=[O:2].C(C1C=CC=CC=1N1CCN(CCC2C3(CCCCC3)CC(=O)O2)CC1)(C)C.CC1C=CC(S(O[CH2:43][CH2:44][CH2:45][CH:46]2[CH2:50][C:49]([C:57]3[CH:62]=[CH:61][CH:60]=[CH:59][CH:58]=3)([C:51]3[CH:56]=[CH:55][CH:54]=[CH:53][CH:52]=3)[C:48](=[O:63])[O:47]2)(=O)=O)=CC=1.CC1C=CC(S(OCCC2C3(CCCCC3)CC(=O)O2)(=O)=O)=CC=1.[C:88]1([CH3:100])[CH:93]=[CH:92][C:91]([N:94]2[CH2:99][CH2:98][NH:97][CH2:96][CH2:95]2)=[CH:90][CH:89]=1.C(C1C=CC=CC=1N1CCNCC1)(C)C, predict the reaction product. The product is: [CH:1]([OH:3])=[O:2].[C:57]1([C:49]2([C:51]3[CH:56]=[CH:55][CH:54]=[CH:53][CH:52]=3)[CH2:50][CH:46]([CH2:45][CH2:44][CH2:43][N:97]3[CH2:98][CH2:99][N:94]([C:91]4[CH:92]=[CH:93][C:88]([CH3:100])=[CH:89][CH:90]=4)[CH2:95][CH2:96]3)[O:47][C:48]2=[O:63])[CH:58]=[CH:59][CH:60]=[CH:61][CH:62]=1. (6) Given the reactants C[O:2][C:3]1[CH:4]=[C:5]2[C:10](=[CH:11][CH:12]=1)[CH:9]=[N:8][CH:7]=[CH:6]2.Cl.N1C=CC=CC=1.[OH-].[NH4+], predict the reaction product. The product is: [CH:9]1[C:10]2[C:5](=[CH:4][C:3]([OH:2])=[CH:12][CH:11]=2)[CH:6]=[CH:7][N:8]=1. (7) Given the reactants [Cl:1][C:2]1[CH:10]=[C:6]([C:7]([OH:9])=O)[C:5]([OH:11])=[CH:4][CH:3]=1.[NH2:12][C:13]1[S:14][CH:15]=[C:16]([C:18]2[CH:23]=[CH:22][CH:21]=[C:20]([C:24]([F:27])([F:26])[F:25])[CH:19]=2)[N:17]=1, predict the reaction product. The product is: [Cl:1][C:2]1[CH:3]=[CH:4][C:5]([OH:11])=[C:6]([CH:10]=1)[C:7]([NH:12][C:13]1[S:14][CH:15]=[C:16]([C:18]2[CH:23]=[CH:22][CH:21]=[C:20]([C:24]([F:27])([F:25])[F:26])[CH:19]=2)[N:17]=1)=[O:9].